Dataset: Full USPTO retrosynthesis dataset with 1.9M reactions from patents (1976-2016). Task: Predict the reactants needed to synthesize the given product. (1) Given the product [F:40][C:36]1[C:35]([CH3:41])=[C:34]([CH:39]=[CH:38][CH:37]=1)[CH2:33][C:17]1[N:18]([C:27]2[CH:28]=[CH:29][CH:30]=[CH:31][CH:32]=2)[C:19]2[C:20](=[N:21][C:22]([O:25][CH3:26])=[CH:23][CH:24]=2)[C:16]=1[C:14]([N:11]1[CH2:10][CH2:9][NH:8][CH2:13][CH2:12]1)=[O:15], predict the reactants needed to synthesize it. The reactants are: C(OC([N:8]1[CH2:13][CH2:12][N:11]([C:14]([C:16]2[C:20]3=[N:21][C:22]([O:25][CH3:26])=[CH:23][CH:24]=[C:19]3[N:18]([C:27]3[CH:32]=[CH:31][CH:30]=[CH:29][CH:28]=3)[C:17]=2[CH2:33][C:34]2[CH:39]=[CH:38][CH:37]=[C:36]([F:40])[C:35]=2[CH3:41])=[O:15])[CH2:10][CH2:9]1)=O)(C)(C)C.Cl.Cl.Cl.FC1C(C)=C(C=CC=1)CC1N(C2C=CC=CC=2)C2C(=NC(OC)=CC=2)C=1C(N1CCNCC1)=O. (2) Given the product [CH3:86][N:55]([C:52]1[CH:51]=[CH:50][CH:49]=[CH:54][CH:53]=1)[C:56]([C:58]1[CH:59]=[C:60]([C:65]2[CH:66]=[C:67]3[C:72](=[CH:73][C:74]=2[C:75]([N:32]2[C@H:31]([CH2:30][CH2:29][CH2:28][N:22]4[CH2:27][CH2:26][O:25][CH2:24][CH2:23]4)[CH2:40][C:39]4[C:34](=[CH:35][CH:36]=[CH:37][CH:38]=4)[CH2:33]2)=[O:76])[CH2:71][NH:70][CH2:69][CH2:68]3)[N:61]([CH3:64])[C:62]=1[CH3:63])=[O:57], predict the reactants needed to synthesize it. The reactants are: Cl.Cl.N1(C[C@@H]2CC3C(=CC=CC=3)CN2)CCOCC1.Cl.Cl.[N:22]1([CH2:28][CH2:29][CH2:30][C@@H:31]2[CH2:40][C:39]3[C:34](=[CH:35][CH:36]=[CH:37][CH:38]=3)[CH2:33][NH:32]2)[CH2:27][CH2:26][O:25][CH2:24][CH2:23]1.C(O[C:49]1[CH:54]=[CH:53][C:52]([N:55]([CH3:86])[C:56]([C:58]2[CH:59]=[C:60]([C:65]3[CH:66]=[C:67]4[C:72](=[CH:73][C:74]=3[C:75](O[Li])=[O:76])[CH2:71][N:70](C(OC(C)(C)C)=O)[CH2:69][CH2:68]4)[N:61]([CH3:64])[C:62]=2[CH3:63])=[O:57])=[CH:51][CH:50]=1)C1C=CC=CC=1.C(OC(N1CCC2C(=CC(C(O)=O)=C(C3N(C)C(C)=C(C(=O)N(C)C4C=CC=CC=4)C=3)C=2)C1)=O)(C)(C)C. (3) Given the product [CH2:2]([N:9]1[CH2:14][CH2:13][N:12]([CH2:15][CH2:16][CH2:17][N:18]2[CH2:24][CH2:23][CH2:22][S:19]2(=[O:21])=[O:20])[CH2:11][CH2:10]1)[C:3]1[CH:8]=[CH:7][CH:6]=[CH:5][CH:4]=1, predict the reactants needed to synthesize it. The reactants are: [Na].[CH2:2]([N:9]1[CH2:14][CH2:13][N:12]([CH2:15][CH2:16][CH2:17][NH:18][S:19]([CH2:22][CH2:23][CH2:24]Cl)(=[O:21])=[O:20])[CH2:11][CH2:10]1)[C:3]1[CH:8]=[CH:7][CH:6]=[CH:5][CH:4]=1. (4) Given the product [F:31][C:30]([F:33])([F:32])[C:28]([OH:34])=[O:29].[F:31][C:30]([F:33])([F:32])[C:28]([OH:34])=[O:29].[NH2:8][CH:9]1[CH2:10][N:11]([C:13]2[C:24]([C:25]#[N:26])=[CH:23][C:16]([C:17]([O:19][CH:20]([CH3:22])[CH3:21])=[O:18])=[C:15]([CH3:27])[N:14]=2)[CH2:12]1, predict the reactants needed to synthesize it. The reactants are: C(OC([NH:8][CH:9]1[CH2:12][N:11]([C:13]2[C:24]([C:25]#[N:26])=[CH:23][C:16]([C:17]([O:19][CH:20]([CH3:22])[CH3:21])=[O:18])=[C:15]([CH3:27])[N:14]=2)[CH2:10]1)=O)(C)(C)C.[C:28]([OH:34])([C:30]([F:33])([F:32])[F:31])=[O:29]. (5) The reactants are: Br[C:2]1[CH:7]=[CH:6][C:5]([S:8]([N:11]2[CH2:28][CH2:27][C:14]3([O:19][CH2:18][C:17](=[O:20])[N:16]([C:21]4([C:24]([NH2:26])=[O:25])[CH2:23][CH2:22]4)[CH2:15]3)[CH2:13][CH2:12]2)(=[O:10])=[O:9])=[CH:4][CH:3]=1.[CH3:29][C:30]1(C)C(C)(C)OB([C:37]2[CH:46]=[C:45]3[C:40]([CH:41]=[CH:42][CH:43]=[N:44]3)=[CH:39][CH:38]=2)[O:31]1.C(=O)([O-])[O-].[K+].[K+]. Given the product [O:20]=[C:17]1[N:16]([C:21]2([C:24]([NH2:26])=[O:25])[CH2:23][CH2:22]2)[CH2:15][C:14]2([CH2:27][CH2:28][N:11]([S:8]([C:5]3[CH:6]=[CH:7][C:2]([C:37]4[CH:46]=[C:45]5[C:40]([CH:41]=[CH:42][CH:43]=[N:44]5)=[CH:39][CH:38]=4)=[CH:3][CH:4]=3)(=[O:10])=[O:9])[CH2:12][CH2:13]2)[O:19][CH2:18]1.[CH2:30]([OH:31])[CH3:29], predict the reactants needed to synthesize it.